This data is from hERG Central: cardiac toxicity at 1µM, 10µM, and general inhibition. The task is: Predict hERG channel inhibition at various concentrations. (1) The molecule is CCN(CC)S(=O)(=O)c1cc(-c2nn(C)c(=O)c3ccccc23)ccc1C. Results: hERG_inhib (hERG inhibition (general)): blocker. (2) The drug is c1ccc2c(c1)nc(NCc1ccc3c(c1)OCO3)n2CCN1CCOCC1. Results: hERG_inhib (hERG inhibition (general)): blocker. (3) The drug is O=C(C[n+]1cccc(C(=O)Nc2ccccc2)c1)c1ccc([N+](=O)[O-])cc1.[Br-]. Results: hERG_inhib (hERG inhibition (general)): blocker. (4) The molecule is CCN1CCCC1Cn1cnc2c([nH]c3ccc(OC)cc32)c1=O. Results: hERG_inhib (hERG inhibition (general)): blocker. (5) The molecule is COc1cc(OC)cc(C(=O)NC2CCN(CCCOc3ccccc3)CC2)c1. Results: hERG_inhib (hERG inhibition (general)): blocker. (6) The molecule is CC1=C(C(=O)Nc2ccccn2)C(c2ccc(N(C)C)cc2)n2ncnc2N1. Results: hERG_inhib (hERG inhibition (general)): blocker.